Dataset: CYP2C9 inhibition data for predicting drug metabolism from PubChem BioAssay. Task: Regression/Classification. Given a drug SMILES string, predict its absorption, distribution, metabolism, or excretion properties. Task type varies by dataset: regression for continuous measurements (e.g., permeability, clearance, half-life) or binary classification for categorical outcomes (e.g., BBB penetration, CYP inhibition). Dataset: cyp2c9_veith. (1) The molecule is O=C(c1ccncc1)N1CCC2(CC1)CN(Cc1ccccc1)C2. The result is 0 (non-inhibitor). (2) The compound is Cc1ccc(Cl)cc1N1CCN(S(=O)(=O)c2ccc3c(c2)OCCO3)CC1. The result is 1 (inhibitor). (3) The result is 1 (inhibitor). The drug is Cc1ccccc1NS(=O)(=O)c1ccc2[nH]cc(C(=O)NCCCN3CCOCC3)c(=O)c2c1. (4) The molecule is CCOc1ccc(OC(=O)NC(c2ccccc2)C(Cl)(Cl)Cl)cc1. The result is 1 (inhibitor). (5) The molecule is Cc1ccc(-c2csc(C(C#N)=C3CCCC3)n2)cc1. The result is 1 (inhibitor). (6) The compound is COCC(=O)N1CCC2(CCCN(c3ncccn3)C2)CC1. The result is 0 (non-inhibitor). (7) The compound is CC1(C)N=C(N)N=C(N)N1c1cccc(CSc2ccccc2)c1. The result is 0 (non-inhibitor). (8) The drug is C=CCNS(=O)(=O)c1ncnc2nc[nH]c12. The result is 0 (non-inhibitor).